This data is from Catalyst prediction with 721,799 reactions and 888 catalyst types from USPTO. The task is: Predict which catalyst facilitates the given reaction. Reactant: [Cl:1][C:2]1[CH:7]=[CH:6][C:5]([C:8]2[N:12]([C:13]3[CH:18]=[CH:17][C:16]([Cl:19])=[CH:15][C:14]=3[Cl:20])[N:11]=[C:10]([C:21]([O-])=[O:22])[C:9]=2[S:24][CH3:25])=[CH:4][CH:3]=1.[Li+].[N:27]1([NH2:34])[CH2:33][CH2:32][CH2:31][CH2:30][CH2:29][CH2:28]1.CN(C(ON1N=NC2C=CC=CC1=2)=[N+](C)C)C.[B-](F)(F)(F)F.CCN(CC)CC. Product: [Cl:1][C:2]1[CH:7]=[CH:6][C:5]([C:8]2[N:12]([C:13]3[CH:18]=[CH:17][C:16]([Cl:19])=[CH:15][C:14]=3[Cl:20])[N:11]=[C:10]([C:21]([NH:34][N:27]3[CH2:33][CH2:32][CH2:31][CH2:30][CH2:29][CH2:28]3)=[O:22])[C:9]=2[S:24][CH3:25])=[CH:4][CH:3]=1. The catalyst class is: 3.